Dataset: Forward reaction prediction with 1.9M reactions from USPTO patents (1976-2016). Task: Predict the product of the given reaction. Given the reactants [NH2:1][C:2]1[C:3]([CH:9]=O)=[N:4][CH:5]=[C:6]([F:8])[CH:7]=1.[CH3:11][S:12]([C:15]1[CH:20]=[CH:19][CH:18]=[CH:17][C:16]=1[C:21](=O)[CH2:22][C:23]([O:25][CH3:26])=[O:24])(=[O:14])=[O:13].O.O.O.O.O.O.O.[Cl-].[Ce+3].[Cl-].[Cl-], predict the reaction product. The product is: [F:8][C:6]1[CH:7]=[C:2]2[C:3]([CH:9]=[C:22]([C:23]([O:25][CH3:26])=[O:24])[C:21]([C:16]3[CH:17]=[CH:18][CH:19]=[CH:20][C:15]=3[S:12]([CH3:11])(=[O:14])=[O:13])=[N:1]2)=[N:4][CH:5]=1.